From a dataset of Full USPTO retrosynthesis dataset with 1.9M reactions from patents (1976-2016). Predict the reactants needed to synthesize the given product. Given the product [OH:1][C:2]12[CH2:11][CH:6]3[CH2:7][CH:8]([CH2:10][C:4]([CH2:12][O:13][C:14](=[O:17])[CH:15]=[CH2:16])([CH2:5]3)[CH2:3]1)[CH2:9]2, predict the reactants needed to synthesize it. The reactants are: [OH:1][C:2]12[CH2:11][CH:6]3[CH2:7][CH:8]([CH2:10][C:4]([CH2:12][OH:13])([CH2:5]3)[CH2:3]1)[CH2:9]2.[C:14](Cl)(=[O:17])[CH:15]=[CH2:16].C(N(CC)CC)C.